This data is from Full USPTO retrosynthesis dataset with 1.9M reactions from patents (1976-2016). The task is: Predict the reactants needed to synthesize the given product. Given the product [C:1]([N:5]([CH2:31][CH2:32][O:33][CH2:34][C:35]#[CH:36])[C:6](=[O:30])[C:7]([N:9]1[CH2:18][CH2:17][C:16]2[C:11](=[CH:12][C:13]([O:21][CH:22]([CH3:24])[CH3:23])=[C:14]([O:19][CH3:20])[CH:15]=2)[CH:10]1[C:25]([OH:27])=[O:26])=[O:8])([CH3:3])([CH3:2])[CH3:4], predict the reactants needed to synthesize it. The reactants are: [C:1]([N:5]([CH2:31][CH2:32][O:33][CH2:34][C:35]#[CH:36])[C:6](=[O:30])[C:7]([N:9]1[CH2:18][CH2:17][C:16]2[C:11](=[CH:12][C:13]([O:21][CH:22]([CH3:24])[CH3:23])=[C:14]([O:19][CH3:20])[CH:15]=2)[CH:10]1[C:25]([O:27]CC)=[O:26])=[O:8])([CH3:4])([CH3:3])[CH3:2].[OH-].[K+].Cl.